This data is from Forward reaction prediction with 1.9M reactions from USPTO patents (1976-2016). The task is: Predict the product of the given reaction. Given the reactants [C:1]([O:5][C:6](=[O:14])[NH:7][C@@H:8]([CH3:13])[CH2:9][NH:10][CH2:11][CH3:12])([CH3:4])([CH3:3])[CH3:2].C(=O)(O)[O-].[Na+].[Br:20][CH2:21][C:22](Br)=[O:23], predict the reaction product. The product is: [Br:20][CH2:21][C:22]([CH2:12][CH2:11][NH:10][CH2:9][C@@H:8]([NH:7][C:6](=[O:14])[O:5][C:1]([CH3:4])([CH3:3])[CH3:2])[CH3:13])=[O:23].